Dataset: Forward reaction prediction with 1.9M reactions from USPTO patents (1976-2016). Task: Predict the product of the given reaction. The product is: [CH3:1][N:2]([CH3:16])[C:3]1[C:7]2[CH:8]=[CH:9][CH:10]=[CH:11][C:6]=2[S:5][C:4]=1[C:12]([O-:14])=[O:13].[Li+:17]. Given the reactants [CH3:1][N:2]([CH3:16])[C:3]1[C:7]2[CH:8]=[CH:9][CH:10]=[CH:11][C:6]=2[S:5][C:4]=1[C:12]([O:14]C)=[O:13].[Li+:17].[OH-], predict the reaction product.